Task: Regression. Given a peptide amino acid sequence and an MHC pseudo amino acid sequence, predict their binding affinity value. This is MHC class I binding data.. Dataset: Peptide-MHC class I binding affinity with 185,985 pairs from IEDB/IMGT (1) The peptide sequence is FLPSDYFPSV. The MHC is HLA-A02:05 with pseudo-sequence HLA-A02:05. The binding affinity (normalized) is 0.858. (2) The peptide sequence is FLTDYIPGA. The MHC is HLA-A02:02 with pseudo-sequence HLA-A02:02. The binding affinity (normalized) is 0.819. (3) The binding affinity (normalized) is 0.0847. The MHC is HLA-B58:01 with pseudo-sequence HLA-B58:01. The peptide sequence is LQLTAVFAY. (4) The peptide sequence is RLRPGGKKK. The MHC is HLA-B45:01 with pseudo-sequence HLA-B45:01. The binding affinity (normalized) is 0.0208. (5) The peptide sequence is PASTNRQSGR. The MHC is HLA-A02:01 with pseudo-sequence HLA-A02:01. The binding affinity (normalized) is 0.00672. (6) The peptide sequence is WKFDSRLAL. The MHC is HLA-B15:03 with pseudo-sequence HLA-B15:03. The binding affinity (normalized) is 1.00. (7) The peptide sequence is FPFKYAAAF. The MHC is Mamu-B01 with pseudo-sequence Mamu-B01. The binding affinity (normalized) is 0. (8) The peptide sequence is RTEILGLVK. The MHC is HLA-B27:05 with pseudo-sequence HLA-B27:05. The binding affinity (normalized) is 0.0847. (9) The peptide sequence is IIYERDFSY. The MHC is HLA-B15:17 with pseudo-sequence HLA-B15:17. The binding affinity (normalized) is 1.00. (10) The peptide sequence is MWTLMYFHRR. The MHC is HLA-A31:01 with pseudo-sequence HLA-A31:01. The binding affinity (normalized) is 0.675.